Dataset: Full USPTO retrosynthesis dataset with 1.9M reactions from patents (1976-2016). Task: Predict the reactants needed to synthesize the given product. (1) Given the product [Si:15]([O:14][CH2:13][CH2:12][CH2:11][CH2:10][C:7]1[CH:8]=[CH:9][C:4]([CH2:3][CH2:2][O:1][C:25]2[C:34]3[C:29](=[CH:30][CH:31]=[CH:32][CH:33]=3)[N:28]=[CH:27][N:26]=2)=[CH:5][CH:6]=1)([C:18]([CH3:21])([CH3:20])[CH3:19])([CH3:17])[CH3:16], predict the reactants needed to synthesize it. The reactants are: [OH:1][CH2:2][CH2:3][C:4]1[CH:9]=[CH:8][C:7]([CH2:10][CH2:11][CH2:12][CH2:13][O:14][Si:15]([C:18]([CH3:21])([CH3:20])[CH3:19])([CH3:17])[CH3:16])=[CH:6][CH:5]=1.[H-].[Na+].Cl[C:25]1[C:34]2[C:29](=[CH:30][CH:31]=[CH:32][CH:33]=2)[N:28]=[CH:27][N:26]=1.O. (2) Given the product [OH:63][C@H:54]1[CH2:53][C:61]2[C:56](=[CH:57][CH:58]=[CH:59][CH:60]=2)[C@H:55]1[NH:62][C:43]([C:42]1[CH:47]=[CH:48][CH:49]=[C:40]([C:9]2[C:10]3[C:15](=[CH:14][CH:13]=[C:12]([C:16]4[N:20]=[CH:19][N:18]([C:21]([C:22]5[CH:27]=[CH:26][CH:25]=[CH:24][CH:23]=5)([C:34]5[CH:35]=[CH:36][CH:37]=[CH:38][CH:39]=5)[C:28]5[CH:33]=[CH:32][CH:31]=[CH:30][CH:29]=5)[N:17]=4)[CH:11]=3)[N:7]([CH:2]3[CH2:3][CH2:4][CH2:5][CH2:6][O:1]3)[N:8]=2)[CH:41]=1)=[O:44], predict the reactants needed to synthesize it. The reactants are: [O:1]1[CH2:6][CH2:5][CH2:4][CH2:3][CH:2]1[N:7]1[C:15]2[C:10](=[CH:11][C:12]([C:16]3[N:20]=[CH:19][N:18]([C:21]([C:34]4[CH:39]=[CH:38][CH:37]=[CH:36][CH:35]=4)([C:28]4[CH:33]=[CH:32][CH:31]=[CH:30][CH:29]=4)[C:22]4[CH:27]=[CH:26][CH:25]=[CH:24][CH:23]=4)[N:17]=3)=[CH:13][CH:14]=2)[C:9]([C:40]2[CH:41]=[C:42]([CH:47]=[CH:48][CH:49]=2)[C:43](OC)=[O:44])=[N:8]1.O.[OH-].[Li+].[CH2:53]1[C:61]2[C:56](=[CH:57][CH:58]=[CH:59][CH:60]=2)[C@@H:55]([NH2:62])[C@H:54]1[OH:63].O.ON1C2C=CC=CC=2N=N1.Cl.CN(C)CCCN=C=NCC. (3) Given the product [C:19]([O:23][C:24](=[O:32])[NH:25][CH:26]1[CH2:31][CH2:30][CH2:29][N:28]([C:2]2[C:7]([C:8]#[C:9][C:10]3[CH:11]=[N:12][C:13]([NH2:16])=[CH:14][CH:15]=3)=[C:6]([CH3:17])[N:5]=[C:4]([NH2:18])[N:3]=2)[CH2:27]1)([CH3:22])([CH3:20])[CH3:21], predict the reactants needed to synthesize it. The reactants are: Cl[C:2]1[C:7]([C:8]#[C:9][C:10]2[CH:11]=[N:12][C:13]([NH2:16])=[CH:14][CH:15]=2)=[C:6]([CH3:17])[N:5]=[C:4]([NH2:18])[N:3]=1.[C:19]([O:23][C:24](=[O:32])[NH:25][CH:26]1[CH2:31][CH2:30][CH2:29][NH:28][CH2:27]1)([CH3:22])([CH3:21])[CH3:20].C(OCC)(=O)C.C([O-])([O-])=O.[Na+].[Na+]. (4) Given the product [CH2:34]([O:33][C:29](=[O:32])[CH2:30][NH:1][C:2]1[C:3]([O:9][CH2:10][C:11]([N:13]2[CH2:18][C@H:17]([CH3:19])[N:16]([CH2:20][C:21]3[CH:22]=[CH:23][C:24]([F:27])=[CH:25][CH:26]=3)[CH2:15][C@H:14]2[CH3:28])=[O:12])=[N:4][CH:5]=[C:6]([Cl:8])[CH:7]=1)[CH3:35], predict the reactants needed to synthesize it. The reactants are: [NH2:1][C:2]1[C:3]([O:9][CH2:10][C:11]([N:13]2[CH2:18][C@H:17]([CH3:19])[N:16]([CH2:20][C:21]3[CH:26]=[CH:25][C:24]([F:27])=[CH:23][CH:22]=3)[CH2:15][C@H:14]2[CH3:28])=[O:12])=[N:4][CH:5]=[C:6]([Cl:8])[CH:7]=1.[C:29]([O:33][CH2:34][CH3:35])(=[O:32])[CH:30]=O.C(O)(=O)C.C(O[BH-](OC(=O)C)OC(=O)C)(=O)C.[Na+].C([BH3-])#N.[Na+]. (5) Given the product [C:26]([C:20]([NH:1][C:2]1[CH:7]=[CH:6][C:5]([CH2:8][CH2:9][CH2:10][C:11]([N:13]([CH3:15])[CH3:14])=[O:12])=[C:4]([F:16])[CH:3]=1)([CH3:19])[CH3:17])#[N:27], predict the reactants needed to synthesize it. The reactants are: [NH2:1][C:2]1[CH:7]=[CH:6][C:5]([CH2:8][CH2:9][CH2:10][C:11]([N:13]([CH3:15])[CH3:14])=[O:12])=[C:4]([F:16])[CH:3]=1.[C:17]1(=O)[CH2:20][CH2:19]C1.C[Si]([C:26]#[N:27])(C)C. (6) Given the product [CH3:19][N:20]([CH3:31])[CH:21]=[N:22][C:23]1[CH:28]=[CH:27][C:26]([C:18]#[C:17][Si:14]([CH3:16])([CH3:15])[CH3:13])=[CH:25][C:24]=1[CH3:30], predict the reactants needed to synthesize it. The reactants are: CN(C)C=O.C(N(CC)CC)C.[CH3:13][Si:14]([C:17]#[CH:18])([CH3:16])[CH3:15].[CH3:19][N:20]([CH3:31])[CH:21]=[N:22][C:23]1[CH:28]=[CH:27][C:26](I)=[CH:25][C:24]=1[CH3:30]. (7) Given the product [Cl:13][C:14]1[CH:19]=[C:18]([O:20][C:21]([F:24])([F:23])[F:22])[CH:17]=[C:16]([Cl:25])[C:15]=1[O:26][C:9]1[N:8]([CH3:12])[C:7]2[C:2]([C:34]#[N:35])=[CH:3][CH:4]=[CH:5][C:6]=2[N:10]=1, predict the reactants needed to synthesize it. The reactants are: Br[C:2]1[C:7]2[N:8]([CH3:12])[C:9](Cl)=[N:10][C:6]=2[CH:5]=[CH:4][CH:3]=1.[Cl:13][C:14]1[CH:19]=[C:18]([O:20][C:21]([F:24])([F:23])[F:22])[CH:17]=[C:16]([Cl:25])[C:15]=1[OH:26].C(=O)([O-])[O-].[K+].[K+].[Cu](C#N)[C:34]#[N:35]. (8) Given the product [CH2:9]([N:11]([CH:4]1[CH2:5][CH2:6][O:1][CH2:2][CH2:3]1)[C:28]([C:26]1[CH:25]=[CH:24][C:23]2=[N:19][O:20][N:21]=[C:22]2[CH:27]=1)=[O:29])[CH3:10], predict the reactants needed to synthesize it. The reactants are: [O:1]1[CH2:6][CH2:5][C:4](=O)[CH2:3][CH2:2]1.Cl.[CH2:9]([NH2:11])[CH3:10].CCN(CC)CC.[N:19]1[O:20][N:21]=[C:22]2[CH:27]=[C:26]([C:28](Cl)=[O:29])[CH:25]=[CH:24][C:23]=12. (9) The reactants are: [OH:1][CH:2]([C:24]1[C:33]2[C:28](=[CH:29][CH:30]=[C:31]([O:34][CH3:35])[CH:32]=2)[N:27]=[CH:26][CH:25]=1)[CH2:3][CH2:4][C@@H:5]1[CH2:10][CH2:9][N:8]([CH:11]2[CH2:14][CH:13]([C:15]3[CH:20]=[CH:19][CH:18]=[CH:17][CH:16]=3)[CH2:12]2)[CH2:7][C@@H:6]1[C:21](O)=[O:22].F[P-](F)(F)(F)(F)F.Br[P+](N1CCCC1)(N1CCCC1)[N:45]1CCCC1.OC1C2N=NNC=2C=CC=1.C(N(CC)CC)C.[NH4+].[Cl-]. Given the product [OH:1][CH:2]([C:24]1[C:33]2[C:28](=[CH:29][CH:30]=[C:31]([O:34][CH3:35])[CH:32]=2)[N:27]=[CH:26][CH:25]=1)[CH2:3][CH2:4][C@@H:5]1[CH2:10][CH2:9][N:8]([CH:11]2[CH2:14][CH:13]([C:15]3[CH:16]=[CH:17][CH:18]=[CH:19][CH:20]=3)[CH2:12]2)[CH2:7][C@@H:6]1[C:21]([NH2:45])=[O:22], predict the reactants needed to synthesize it.